This data is from Peptide-MHC class I binding affinity with 185,985 pairs from IEDB/IMGT. The task is: Regression. Given a peptide amino acid sequence and an MHC pseudo amino acid sequence, predict their binding affinity value. This is MHC class I binding data. (1) The peptide sequence is SMYVIPDELI. The binding affinity (normalized) is 0.311. The MHC is HLA-A68:02 with pseudo-sequence HLA-A68:02. (2) The peptide sequence is YLPTQQDVL. The MHC is HLA-A33:01 with pseudo-sequence HLA-A33:01. The binding affinity (normalized) is 0. (3) The peptide sequence is STIANSNII. The MHC is HLA-A02:06 with pseudo-sequence HLA-A02:06. The binding affinity (normalized) is 0.342. (4) The peptide sequence is YWIREGKII. The MHC is HLA-A24:02 with pseudo-sequence HLA-A24:02. The binding affinity (normalized) is 0.315. (5) The peptide sequence is RQTALFLLKL. The MHC is Mamu-B52 with pseudo-sequence Mamu-B52. The binding affinity (normalized) is 0.255. (6) The peptide sequence is GEQVDLGPVL. The MHC is HLA-B45:01 with pseudo-sequence HLA-B45:01. The binding affinity (normalized) is 0.302. (7) The peptide sequence is NRSTKGGQQ. The MHC is HLA-A11:01 with pseudo-sequence HLA-A11:01. The binding affinity (normalized) is 0.